This data is from Peptide-MHC class I binding affinity with 185,985 pairs from IEDB/IMGT. The task is: Regression. Given a peptide amino acid sequence and an MHC pseudo amino acid sequence, predict their binding affinity value. This is MHC class I binding data. (1) The peptide sequence is GMSLNFPIAKV. The MHC is Mamu-A11 with pseudo-sequence Mamu-A11. The binding affinity (normalized) is 0.473. (2) The MHC is HLA-A01:01 with pseudo-sequence HLA-A01:01. The binding affinity (normalized) is 0.0847. The peptide sequence is DPRDDLSGM. (3) The peptide sequence is LVTGAGSGF. The MHC is HLA-B18:01 with pseudo-sequence HLA-B18:01. The binding affinity (normalized) is 0.0847. (4) The peptide sequence is YTAVVPLVL. The MHC is Mamu-A02 with pseudo-sequence Mamu-A02. The binding affinity (normalized) is 0.749.